This data is from Catalyst prediction with 721,799 reactions and 888 catalyst types from USPTO. The task is: Predict which catalyst facilitates the given reaction. (1) Reactant: [Br:1][C:2]1[CH:11]=[CH:10][C:9]([N+:12]([O-:14])=[O:13])=[C:8]2[C:3]=1[CH:4]=[CH:5][N:6]=[CH:7]2.[BH4-].[Na+].[C:17](O)(=O)[CH3:18]. Product: [CH2:17]([N:6]1[CH2:5][CH2:4][CH:3]2[C:8](=[C:9]([N+:12]([O-:14])=[O:13])[CH:10]=[CH:11][CH:2]2[Br:1])[CH2:7]1)[CH3:18]. The catalyst class is: 1. (2) Reactant: Cl[C:2]1[CH:3]=[C:4]([NH:13][C:14]2[CH:19]=[CH:18][C:17]([N:20]3[CH2:25][CH2:24][N:23]([C:26]([O:28][C:29]([CH3:32])([CH3:31])[CH3:30])=[O:27])[CH2:22][CH2:21]3)=[CH:16][C:15]=2[O:33][CH3:34])[C:5]2[C:10](=[O:11])[NH:9][N:8]=[CH:7][C:6]=2[N:12]=1.[Cl:35][C:36]1[CH:41]=[CH:40][CH:39]=[CH:38][C:37]=1[OH:42].CN(C)CC(O)=O.C(=O)([O-])[O-].[Cs+].[Cs+]. Product: [Cl:35][C:36]1[CH:41]=[CH:40][CH:39]=[CH:38][C:37]=1[O:42][C:2]1[CH:3]=[C:4]([NH:13][C:14]2[CH:19]=[CH:18][C:17]([N:20]3[CH2:21][CH2:22][N:23]([C:26]([O:28][C:29]([CH3:31])([CH3:30])[CH3:32])=[O:27])[CH2:24][CH2:25]3)=[CH:16][C:15]=2[O:33][CH3:34])[C:5]2[C:10](=[O:11])[NH:9][N:8]=[CH:7][C:6]=2[N:12]=1. The catalyst class is: 185. (3) Reactant: Br[C:2]1[CH:16]=[CH:15][C:5]([CH2:6][N:7]2[CH2:11][C:10](=[O:12])[N:9]([CH3:13])[C:8]2=[O:14])=[CH:4][CH:3]=1.[B:17]1([B:17]2[O:21][C:20]([CH3:23])([CH3:22])[C:19]([CH3:25])([CH3:24])[O:18]2)[O:21][C:20]([CH3:23])([CH3:22])[C:19]([CH3:25])([CH3:24])[O:18]1.C([O-])(=O)C.[K+]. Product: [CH3:13][N:9]1[C:10](=[O:12])[CH2:11][N:7]([CH2:6][C:5]2[CH:15]=[CH:16][C:2]([B:17]3[O:21][C:20]([CH3:23])([CH3:22])[C:19]([CH3:25])([CH3:24])[O:18]3)=[CH:3][CH:4]=2)[C:8]1=[O:14]. The catalyst class is: 12. (4) Reactant: [Cl:1][C:2]1[CH:3]=[C:4]([CH2:8][C:9]([OH:11])=[O:10])[CH:5]=[CH:6][CH:7]=1.C1C(=O)N([Br:19])C(=O)C1. Product: [Br:19][CH:8]([C:4]1[CH:5]=[CH:6][CH:7]=[C:2]([Cl:1])[CH:3]=1)[C:9]([OH:11])=[O:10]. The catalyst class is: 53. (5) Reactant: [Cl:1][C:2]1[C:10]([Cl:11])=[C:9]2[C:5]([CH2:6][C:7]([CH:13]3[CH2:17][CH2:16][CH2:15][CH2:14]3)([CH3:12])[CH2:8]2)=[CH:4][C:3]=1[O:18][C:19]([C:21]1[CH:22]=[C:23]([CH:26]=[CH:27][CH:28]=1)[C:24]#[N:25])=O.C1(C)C=CC=CC=1.[N:36]([Si](C)(C)C)=[N+:37]=[N-:38].C([Sn](=[O:52])CCCC)CCC. Product: [Cl:1][C:2]1[C:10]([Cl:11])=[C:9]2[C:5]([CH2:6][C:7]([CH:13]3[CH2:14][CH2:15][CH2:16][CH2:17]3)([CH3:12])[C:8]2=[O:52])=[CH:4][C:3]=1[O:18][CH2:19][C:21]1[CH:28]=[CH:27][CH:26]=[C:23]([C:24]2[NH:38][N:37]=[N:36][N:25]=2)[CH:22]=1. The catalyst class is: 125.